From a dataset of Forward reaction prediction with 1.9M reactions from USPTO patents (1976-2016). Predict the product of the given reaction. (1) Given the reactants [CH3:1][O:2][C:3](=[O:26])[C:4]1[CH:14]=[C:13]([NH:15][C:16]([O:18][CH2:19][C:20]2[CH:25]=[CH:24][CH:23]=[CH:22][CH:21]=2)=[O:17])[CH:12]=[C:6]([C:7]([N:9]([CH3:11])[CH3:10])=[O:8])[CH:5]=1.[H-].[Na+].Br[CH2:30][CH2:31][CH2:32][CH:33]=[CH2:34].[Cl-].[NH4+], predict the reaction product. The product is: [CH3:1][O:2][C:3](=[O:26])[C:4]1[CH:14]=[C:13]([N:15]([C:16]([O:18][CH2:19][C:20]2[CH:25]=[CH:24][CH:23]=[CH:22][CH:21]=2)=[O:17])[CH2:34][CH2:33][CH2:32][CH:31]=[CH2:30])[CH:12]=[C:6]([C:7]([N:9]([CH3:11])[CH3:10])=[O:8])[CH:5]=1. (2) The product is: [C:23]([CH:7]1[C:8]2[C:3](=[C:2]([Br:1])[CH:11]=[CH:10][CH:9]=2)[CH2:4][CH2:5][C:6]1([NH2:15])[C:12]([OH:14])=[O:13])([O:24][CH2:25][CH:26]1[C:27]2[C:32](=[CH:31][CH:30]=[CH:29][CH:28]=2)[C:33]2[C:38]1=[CH:37][CH:36]=[CH:35][CH:34]=2)=[O:39]. Given the reactants [Br:1][C:2]1[CH:11]=[CH:10][CH:9]=[C:8]2[C:3]=1[CH2:4][CH2:5][C:6]([NH2:15])([C:12]([OH:14])=[O:13])[CH2:7]2.C(N(CC)CC)C.[C:23](=O)([O:39]N1C(=O)CCC1=O)[O:24][CH2:25][CH:26]1[C:38]2[CH:37]=[CH:36][CH:35]=[CH:34][C:33]=2[C:32]2[C:27]1=[CH:28][CH:29]=[CH:30][CH:31]=2, predict the reaction product.